This data is from Catalyst prediction with 721,799 reactions and 888 catalyst types from USPTO. The task is: Predict which catalyst facilitates the given reaction. Reactant: [F:1][C:2]1[CH:3]=[C:4]([C:10]2[C:18]3[C:13](=[N:14][CH:15]=[N:16][C:17]=3[NH2:19])[NH:12][N:11]=2)[CH:5]=[C:6]([O:8][CH3:9])[CH:7]=1.C(=O)([O-])[O-].[K+].[K+].Br.Br[CH:28]([C:30]1[O:31][C:32](=[O:47])[C:33]2[C:38]([C:39]=1[CH2:40][N:41]1[CH2:46][CH2:45][O:44][CH2:43][CH2:42]1)=[CH:37][CH:36]=[CH:35][CH:34]=2)[CH3:29]. Product: [NH2:19][C:17]1[N:16]=[CH:15][N:14]=[C:13]2[N:12]([CH:28]([C:30]3[O:31][C:32](=[O:47])[C:33]4[C:38]([C:39]=3[CH2:40][N:41]3[CH2:42][CH2:43][O:44][CH2:45][CH2:46]3)=[CH:37][CH:36]=[CH:35][CH:34]=4)[CH3:29])[N:11]=[C:10]([C:4]3[CH:5]=[C:6]([O:8][CH3:9])[CH:7]=[C:2]([F:1])[CH:3]=3)[C:18]=12. The catalyst class is: 3.